From a dataset of Catalyst prediction with 721,799 reactions and 888 catalyst types from USPTO. Predict which catalyst facilitates the given reaction. Reactant: [CH3:1][O:2][C:3](=[O:15])[C:4]1[CH:9]=[CH:8][C:7](F)=[CH:6][C:5]=1[C:11]([F:14])([F:13])[F:12].Cl.[CH3:17][NH:18][CH3:19].C(=O)([O-])[O-].[K+].[K+]. Product: [CH3:1][O:2][C:3](=[O:15])[C:4]1[CH:9]=[CH:8][C:7]([N:18]([CH3:19])[CH3:17])=[CH:6][C:5]=1[C:11]([F:14])([F:13])[F:12]. The catalyst class is: 16.